From a dataset of Forward reaction prediction with 1.9M reactions from USPTO patents (1976-2016). Predict the product of the given reaction. (1) Given the reactants [CH3:1][O:2][C:3]1[CH:19]=[CH:18][CH:17]=[CH:16][C:4]=1[CH2:5][C:6]1[O:10][N:9]=[C:8]([C:11]([O:13]CC)=O)[N:7]=1.Cl.[Cl:21][C:22]1[CH:23]=[C:24]2[C:28](=[CH:29][CH:30]=1)[NH:27][CH:26]=[C:25]2[CH2:31][CH2:32][NH2:33].CN(C(ON1N=NC2C=CC=NC1=2)=[N+](C)C)C.F[P-](F)(F)(F)(F)F.C(N(CC)C(C)C)(C)C, predict the reaction product. The product is: [Cl:21][C:22]1[CH:23]=[C:24]2[C:28](=[CH:29][CH:30]=1)[NH:27][CH:26]=[C:25]2[CH2:31][CH2:32][NH:33][C:11]([C:8]1[N:7]=[C:6]([CH2:5][C:4]2[CH:16]=[CH:17][CH:18]=[CH:19][C:3]=2[O:2][CH3:1])[O:10][N:9]=1)=[O:13]. (2) Given the reactants [Br:1][C:2]1[C:18]([CH3:19])=[CH:17][CH:16]=[CH:15][C:3]=1[NH:4][CH2:5][CH2:6][O:7][Si](C(C)(C)C)(C)C.CCCC[N+](CCCC)(CCCC)CCCC.[F-], predict the reaction product. The product is: [Br:1][C:2]1[C:18]([CH3:19])=[CH:17][CH:16]=[CH:15][C:3]=1[NH:4][CH2:5][CH2:6][OH:7]. (3) Given the reactants CO[C:3](=[C:20]1[C:24]2[CH:25]=[CH:26][CH:27]=[CH:28][C:23]=2[O:22][C:21]1=[O:29])[C:4]1[CH:9]=[CH:8][C:7]([C:10]2([NH:13][C:14](=[O:19])[O:15][CH2:16][CH:17]=[CH2:18])[CH2:12][CH2:11]2)=[CH:6][CH:5]=1.[NH2:30][C:31]1[CH:36]=[CH:35][C:34]([C:37]2[N:38]=[CH:39][N:40]([CH3:42])[CH:41]=2)=[CH:33][CH:32]=1, predict the reaction product. The product is: [CH3:42][N:40]1[CH:41]=[C:37]([C:34]2[CH:35]=[CH:36][C:31]([NH:30][C:3](=[C:20]3[C:24]4[CH:25]=[CH:26][CH:27]=[CH:28][C:23]=4[O:22][C:21]3=[O:29])[C:4]3[CH:9]=[CH:8][C:7]([C:10]4([NH:13][C:14](=[O:19])[O:15][CH2:16][CH:17]=[CH2:18])[CH2:11][CH2:12]4)=[CH:6][CH:5]=3)=[CH:32][CH:33]=2)[N:38]=[CH:39]1. (4) Given the reactants C([N:4]1[C:12]2[C:7](=[CH:8][C:9]([C:13](Cl)=[O:14])=[CH:10][CH:11]=2)[C:6]([C:16]2[CH:21]=[CH:20][C:19]([F:22])=[CH:18][CH:17]=2)=[N:5]1)(=O)C.[NH2:23][CH2:24][C:25]1[CH:30]=[CH:29][CH:28]=[CH:27][N:26]=1, predict the reaction product. The product is: [F:22][C:19]1[CH:18]=[CH:17][C:16]([C:6]2[C:7]3[C:12](=[CH:11][CH:10]=[C:9]([C:13]([NH:23][CH2:24][C:25]4[CH:30]=[CH:29][CH:28]=[CH:27][N:26]=4)=[O:14])[CH:8]=3)[NH:4][N:5]=2)=[CH:21][CH:20]=1. (5) Given the reactants [NH2:1][C:2]1[C:3]2[C:10]([C:11]#[N:12])=[C:9]([Br:13])[NH:8][C:4]=2[N:5]=[CH:6][N:7]=1.C(O[C@H:23]1[C@@:27]([O:29][C:30](=[O:37])[C:31]2[CH:36]=[CH:35][CH:34]=[CH:33][CH:32]=2)([CH3:28])[C@H:26]([O:38][C:39](=[O:46])[C:40]2[CH:45]=[CH:44][CH:43]=[CH:42][CH:41]=2)[C@@H:25]([CH2:47][O:48][C:49](=[O:56])[C:50]2[CH:55]=[CH:54][CH:53]=[CH:52][CH:51]=2)[O:24]1)(=O)C1C=CC=CC=1.[Si](OS(C(F)(F)F)(=O)=O)(C)(C)C.C(=O)(O)[O-].[Na+], predict the reaction product. The product is: [C:30]([O:29][C@:27]1([CH3:28])[CH:26]([O:38][C:39](=[O:46])[C:40]2[CH:45]=[CH:44][CH:43]=[CH:42][CH:41]=2)[CH:25]([CH2:47][O:48][C:49](=[O:56])[C:50]2[CH:51]=[CH:52][CH:53]=[CH:54][CH:55]=2)[O:24][C@H:23]1[N:8]1[C:4]2[N:5]=[CH:6][N:7]=[C:2]([NH2:1])[C:3]=2[C:10]([C:11]#[N:12])=[C:9]1[Br:13])(=[O:37])[C:31]1[CH:36]=[CH:35][CH:34]=[CH:33][CH:32]=1. (6) Given the reactants [CH3:1][C:2]1[CH:7]=[CH:6][C:5]([S:8]([N:11]2[C:19]3[C:14](=[CH:15][C:16](B4OC(C)(C)C(C)(C)O4)=[CH:17][CH:18]=3)[CH:13]=[N:12]2)(=[O:10])=[O:9])=[CH:4][CH:3]=1.Cl[C:30]1[N:35]=[C:34]([CH2:36][S:37]([CH3:40])(=[O:39])=[O:38])[CH:33]=[C:32]([N:41]2[CH2:46][CH2:45][O:44][CH2:43][CH2:42]2)[N:31]=1.C(=O)([O-])[O-].[Na+].[Na+].CN(C)C=O, predict the reaction product. The product is: [CH3:1][C:2]1[CH:7]=[CH:6][C:5]([S:8]([N:11]2[C:19]3[C:14](=[CH:15][C:16]([C:30]4[N:35]=[C:34]([CH2:36][S:37]([CH3:40])(=[O:38])=[O:39])[CH:33]=[C:32]([N:41]5[CH2:42][CH2:43][O:44][CH2:45][CH2:46]5)[N:31]=4)=[CH:17][CH:18]=3)[CH:13]=[N:12]2)(=[O:10])=[O:9])=[CH:4][CH:3]=1. (7) Given the reactants [C:1]([O:5][C:6]([N:8]1[CH2:13][CH2:12][CH2:11][C:10]([NH:18][C:19]([O:21][CH2:22][C:23]2[CH:28]=[CH:27][CH:26]=[CH:25][CH:24]=2)=[O:20])([CH:14]([CH3:17])[CH:15]=C)[CH2:9]1)=[O:7])([CH3:4])([CH3:3])[CH3:2].[O:29]=[O+][O-].[BH4-].[Na+].C(=O)(O)[O-].[Na+], predict the reaction product. The product is: [C:1]([O:5][C:6]([N:8]1[CH2:13][CH2:12][CH2:11][C:10]([NH:18][C:19]([O:21][CH2:22][C:23]2[CH:28]=[CH:27][CH:26]=[CH:25][CH:24]=2)=[O:20])([CH:14]([CH3:17])[CH2:15][OH:29])[CH2:9]1)=[O:7])([CH3:4])([CH3:3])[CH3:2].